This data is from Full USPTO retrosynthesis dataset with 1.9M reactions from patents (1976-2016). The task is: Predict the reactants needed to synthesize the given product. (1) The reactants are: [H-].[Na+].[N:3]1[CH:8]=[CH:7][CH:6]=[CH:5][C:4]=1[CH2:9][OH:10].[Cl:11][C:12]1[CH:17]=[C:16]([N+:18]([O-:20])=[O:19])[CH:15]=[CH:14][C:13]=1F. Given the product [Cl:11][C:12]1[CH:17]=[C:16]([N+:18]([O-:20])=[O:19])[CH:15]=[CH:14][C:13]=1[O:10][CH2:9][C:4]1[CH:5]=[CH:6][CH:7]=[CH:8][N:3]=1, predict the reactants needed to synthesize it. (2) Given the product [C:16]([C:14]1[CH:13]=[C:12]([NH:20][S:21]([CH3:24])(=[O:22])=[O:23])[C:11]([O:25][CH3:26])=[C:10]([NH:9][C:7](=[O:8])[C:6]2[CH:27]=[CH:28][C:29]([CH3:30])=[C:4]([N:1]3[CH:32]=[C:31]([C:33]4[CH:38]=[N:37][C:36]([O:39][CH3:40])=[CH:35][CH:34]=4)[N:3]=[N:2]3)[CH:5]=2)[CH:15]=1)([CH3:18])([CH3:19])[CH3:17], predict the reactants needed to synthesize it. The reactants are: [N:1]([C:4]1[CH:5]=[C:6]([CH:27]=[CH:28][C:29]=1[CH3:30])[C:7]([NH:9][C:10]1[CH:15]=[C:14]([C:16]([CH3:19])([CH3:18])[CH3:17])[CH:13]=[C:12]([NH:20][S:21]([CH3:24])(=[O:23])=[O:22])[C:11]=1[O:25][CH3:26])=[O:8])=[N+:2]=[N-:3].[C:31]([C:33]1[CH:34]=[CH:35][C:36]([O:39][CH3:40])=[N:37][CH:38]=1)#[CH:32]. (3) Given the product [OH:23][CH:20]1[C:12]2=[C:11]3[C:16](=[CH:15][CH:14]=[CH:13]2)[C:17](=[O:19])[NH:18][CH:9]([C:6]2[CH:7]=[CH:8][C:3]([O:2][CH3:1])=[CH:4][CH:5]=2)[N:10]3[CH2:22][CH2:21]1, predict the reactants needed to synthesize it. The reactants are: [CH3:1][O:2][C:3]1[CH:8]=[CH:7][C:6]([CH:9]2[NH:18][C:17](=[O:19])[C:16]3[C:11]4=[C:12]([C:20](=[O:23])[CH2:21][CH2:22][N:10]24)[CH:13]=[CH:14][CH:15]=3)=[CH:5][CH:4]=1.[BH4-].[Na+]. (4) Given the product [CH2:16]([O:18][C:19](=[O:25])[C:20](=[O:21])[CH2:12][C:11](=[O:13])[C:8]1[CH:7]=[CH:6][C:5]([C:4]([F:14])([F:15])[F:3])=[CH:10][CH:9]=1)[CH3:17], predict the reactants needed to synthesize it. The reactants are: [H-].[Na+].[F:3][C:4]([F:15])([F:14])[C:5]1[CH:10]=[CH:9][C:8]([C:11](=[O:13])[CH3:12])=[CH:7][CH:6]=1.[CH2:16]([O:18][C:19](=[O:25])[C:20](OCC)=[O:21])[CH3:17]. (5) Given the product [C:17]([N:11]1[CH2:16][CH2:15][N:14]([C:4]2[CH:3]=[C:2]([Cl:1])[CH:9]=[CH:8][C:5]=2[CH2:6][N:26]2[CH2:27][CH:23]3[CH2:22][N:21]([C:28]([O:30][N:39]4[C:40](=[O:41])[CH2:35][CH2:36][C:37]4=[O:38])=[O:29])[CH2:20][CH:24]3[CH2:25]2)[CH2:13][CH2:12]1)(=[O:19])[CH3:18], predict the reactants needed to synthesize it. The reactants are: [Cl:1][C:2]1[CH:9]=[CH:8][C:5]([CH:6]=O)=[C:4](F)[CH:3]=1.[N:11]1([C:17](=[O:19])[CH3:18])[CH2:16][CH2:15][NH:14][CH2:13][CH2:12]1.[CH2:20]1[CH:24]2[CH2:25][NH:26][CH2:27][CH:23]2[CH2:22][N:21]1[C:28]([O:30]C(C)(C)C)=[O:29].[CH2:35]1[C:40](=[O:41])[N:39](OC(O[N:39]2[C:40](=[O:41])[CH2:35][CH2:36][C:37]2=[O:38])=O)[C:37](=[O:38])[CH2:36]1. (6) Given the product [O:7]([CH2:11][C@@H:9]1[CH2:8][O:10]1)[C:1]1[CH:6]=[CH:5][CH:4]=[CH:3][CH:2]=1, predict the reactants needed to synthesize it. The reactants are: [C:1]1([OH:7])[CH:6]=[CH:5][CH:4]=[CH:3][CH:2]=1.[CH2:8]1[O:10][C@@H:9]1[CH2:11]OS(C1C=C([N+]([O-])=O)C=CC=1)(=O)=O.C(=O)([O-])[O-].[K+].[K+]. (7) Given the product [Br:1][C:2]1[N:7]2[CH:8]=[C:9](/[CH:11]=[CH:19]/[C:20]3[CH:29]=[CH:28][C:27]4[C:22](=[CH:23][CH:24]=[CH:25][CH:26]=4)[N:21]=3)[N:10]=[C:6]2[C:5]([N:13]2[CH2:18][CH2:17][O:16][CH2:15][CH2:14]2)=[N:4][CH:3]=1, predict the reactants needed to synthesize it. The reactants are: [Br:1][C:2]1[N:7]2[CH:8]=[C:9]([CH:11]=O)[N:10]=[C:6]2[C:5]([N:13]2[CH2:18][CH2:17][O:16][CH2:15][CH2:14]2)=[N:4][CH:3]=1.[CH3:19][C:20]1[CH:29]=[CH:28][C:27]2[C:22](=[CH:23][CH:24]=[CH:25][CH:26]=2)[N:21]=1.Br[Si](C)(C)C.